Dataset: Forward reaction prediction with 1.9M reactions from USPTO patents (1976-2016). Task: Predict the product of the given reaction. (1) Given the reactants [Cl:1][C:2]1[C:7]([NH:8][C:9]2[C:18]3[C:13](=[CH:14][C:15]([OH:27])=[CH:16][C:17]=3[O:19][CH:20]3[CH2:25][CH2:24][N:23]([CH3:26])[CH2:22][CH2:21]3)[N:12]=[CH:11][N:10]=2)=[C:6]2[O:28][CH2:29][O:30][C:5]2=[CH:4][CH:3]=1.[F:31][CH2:32][CH2:33]O, predict the reaction product. The product is: [Cl:1][C:2]1[C:7]([NH:8][C:9]2[C:18]3[C:13](=[CH:14][C:15]([O:27][CH2:33][CH2:32][F:31])=[CH:16][C:17]=3[O:19][CH:20]3[CH2:25][CH2:24][N:23]([CH3:26])[CH2:22][CH2:21]3)[N:12]=[CH:11][N:10]=2)=[C:6]2[O:28][CH2:29][O:30][C:5]2=[CH:4][CH:3]=1. (2) Given the reactants [CH3:1][O:2][C:3]1[N:4]=[C:5]2[C:10](=[CH:11][CH:12]=1)[N:9]=[CH:8][CH:7]=[C:6]2[OH:13].[Cl:14]N1C(=O)CCC1=O, predict the reaction product. The product is: [Cl:14][C:7]1[CH:8]=[N:9][C:10]2[C:5]([C:6]=1[OH:13])=[N:4][C:3]([O:2][CH3:1])=[CH:12][CH:11]=2. (3) Given the reactants [C:1]([O:5][C:6](=[O:49])[CH2:7][NH:8][C:9]([C@@H:11]1[CH2:15][C@@H:14]([S:16][C:17]([C:30]2[CH:35]=[CH:34][CH:33]=[CH:32][CH:31]=2)([C:24]2[CH:29]=[CH:28][CH:27]=[CH:26][CH:25]=2)[C:18]2[CH:23]=[CH:22][CH:21]=[CH:20][CH:19]=2)[CH2:13][N:12]1[S:36]([C:39]1[CH:48]=[CH:47][C:46]2[C:41](=[CH:42][CH:43]=[CH:44][CH:45]=2)[CH:40]=1)(=[O:38])=[O:37])=[O:10])([CH3:4])([CH3:3])[CH3:2].C[Si]([N-][Si](C)(C)C)(C)C.[Li+].[CH2:60](Br)[CH:61]=[CH2:62], predict the reaction product. The product is: [C:1]([O:5][C:6](=[O:49])[CH:7]([NH:8][C:9]([C@@H:11]1[CH2:15][C@@H:14]([S:16][C:17]([C:18]2[CH:19]=[CH:20][CH:21]=[CH:22][CH:23]=2)([C:30]2[CH:31]=[CH:32][CH:33]=[CH:34][CH:35]=2)[C:24]2[CH:29]=[CH:28][CH:27]=[CH:26][CH:25]=2)[CH2:13][N:12]1[S:36]([C:39]1[CH:48]=[CH:47][C:46]2[C:41](=[CH:42][CH:43]=[CH:44][CH:45]=2)[CH:40]=1)(=[O:38])=[O:37])=[O:10])[CH2:62][CH:61]=[CH2:60])([CH3:4])([CH3:2])[CH3:3]. (4) Given the reactants Cl[C:2]1[C:10]([CH2:11][CH3:12])=[CH:9][C:5]([C:6]([O-:8])=[O:7])=[C:4]([O:13][CH3:14])[N:3]=1.[CH3:15]C([O-])=O.[K+].Br[C:21]1[S:38][C:24]2[N:25]([CH3:37])[C:26]([CH2:28][O:29][Si:30]([C:33]([CH3:36])([CH3:35])[CH3:34])([CH3:32])[CH3:31])=[CH:27][C:23]=2[CH:22]=1.C([O-])([O-])=O.[K+].[K+], predict the reaction product. The product is: [Si:30]([O:29][CH2:28][C:26]1[N:25]([CH3:37])[C:24]2[S:38][C:21]([C:2]3[C:10]([CH2:11][CH3:12])=[CH:9][C:5]([C:6]([O:8][CH3:15])=[O:7])=[C:4]([O:13][CH3:14])[N:3]=3)=[CH:22][C:23]=2[CH:27]=1)([C:33]([CH3:36])([CH3:35])[CH3:34])([CH3:32])[CH3:31].